From a dataset of Full USPTO retrosynthesis dataset with 1.9M reactions from patents (1976-2016). Predict the reactants needed to synthesize the given product. (1) Given the product [BrH:1].[NH2:17][C:15]1[S:16][C:2]2[CH2:7][CH2:6][CH2:5][CH:4]([C:8]([O:10][CH2:11][CH3:12])=[O:9])[C:3]=2[N:14]=1, predict the reactants needed to synthesize it. The reactants are: [Br:1][CH:2]1[CH2:7][CH2:6][CH2:5][CH:4]([C:8]([O:10][CH2:11][CH3:12])=[O:9])[C:3]1=O.[NH2:14][C:15]([NH2:17])=[S:16]. (2) Given the product [Cl:18][C:13]1[CH:14]=[CH:15][CH:16]=[CH:17][C:12]=1[C:9]1[C:10]([I:11])=[C:6]2[N:5]=[CH:4][CH:3]=[C:2]([N:32]3[CH2:31][CH2:30][C:29]([NH:28][CH2:26][CH3:27])([C:35]([NH2:37])=[O:36])[CH2:34][CH2:33]3)[N:7]2[N:8]=1, predict the reactants needed to synthesize it. The reactants are: Cl[C:2]1[N:7]2[N:8]=[C:9]([C:12]3[CH:17]=[CH:16][CH:15]=[CH:14][C:13]=3[Cl:18])[C:10]([I:11])=[C:6]2[N:5]=[CH:4][CH:3]=1.C(N(CC)CC)C.[CH2:26]([NH:28][C:29]1([C:35]([NH2:37])=[O:36])[CH2:34][CH2:33][NH:32][CH2:31][CH2:30]1)[CH3:27]. (3) Given the product [O:32]=[C:26]1[CH:25]([N:18]2[C:17](=[O:33])[C:16]3[C:20](=[CH:21][CH:22]=[CH:23][C:15]=3[CH2:14][NH:13][C:44]([NH:43][CH:47]3[CH2:51][CH2:50][CH2:49][CH2:48]3)=[O:45])[C:19]2=[O:24])[CH2:30][CH2:29][C:28](=[O:31])[NH:27]1, predict the reactants needed to synthesize it. The reactants are: N12CCCN=C1CCCCC2.Cl.[NH2:13][CH2:14][C:15]1[CH:23]=[CH:22][CH:21]=[C:20]2[C:16]=1[C:17](=[O:33])[N:18]([CH:25]1[CH2:30][CH2:29][C:28](=[O:31])[NH:27][C:26]1=[O:32])[C:19]2=[O:24].[N+](C1C=CC([N:43]([CH:47]2[CH2:51][CH2:50][CH2:49][CH2:48]2)[C:44](=O)[O-:45])=CC=1)([O-])=O. (4) Given the product [CH2:11]([O:10][C:8](=[O:9])[C:7](=[CH:13][N:14]([CH3:28])[C:15]1[S:16][CH:17]=[CH:18][C:19]=1[C:20]([O:22][C:23]([CH3:25])([CH3:24])[CH3:26])=[O:21])[C:6]([O:5][CH2:3][CH3:4])=[O:27])[CH3:12], predict the reactants needed to synthesize it. The reactants are: IC.[CH2:3]([O:5][C:6](=[O:27])[C:7](=[CH:13][NH:14][C:15]1[S:16][CH:17]=[CH:18][C:19]=1[C:20]([O:22][C:23]([CH3:26])([CH3:25])[CH3:24])=[O:21])[C:8]([O:10][CH2:11][CH3:12])=[O:9])[CH3:4].[C:28](=O)([O-])[O-].[K+].[K+].O. (5) Given the product [CH2:28]([O:27][CH:23]([O:24][CH2:25][CH3:26])[C:3]1[CH:6]=[CH:7][C:8]([F:10])=[CH:9][C:2]=1[Br:1])[CH3:29], predict the reactants needed to synthesize it. The reactants are: [Br:1][C:2]1[CH:9]=[C:8]([F:10])[CH:7]=[CH:6][C:3]=1C=O.BrC1C=C(F)C=CC=1C.C(O[CH:23]([O:27][CH2:28][CH3:29])[O:24][CH2:25][CH3:26])C.C1(C)C=CC(S(O)(=O)=O)=CC=1. (6) Given the product [C:1]([O:5][C:6](=[O:7])[NH:8][CH:9]([C:10](=[O:11])[NH:38][CH:28]1[C:37]2[C:32](=[CH:33][CH:34]=[CH:35][CH:36]=2)[CH2:31][CH2:30][CH2:29]1)[CH2:13][CH2:14][CH2:15][CH2:16][NH:17][S:18]([C:21]1[CH:26]=[CH:25][C:24]([CH3:27])=[CH:23][CH:22]=1)(=[O:19])=[O:20])([CH3:2])([CH3:4])[CH3:3], predict the reactants needed to synthesize it. The reactants are: [C:1]([O:5][C:6]([NH:8][CH:9]([CH2:13][CH2:14][CH2:15][CH2:16][NH:17][S:18]([C:21]1[CH:26]=[CH:25][C:24]([CH3:27])=[CH:23][CH:22]=1)(=[O:20])=[O:19])[C:10](O)=[O:11])=[O:7])([CH3:4])([CH3:3])[CH3:2].[C@H:28]1([NH2:38])[C:37]2[C:32](=[CH:33][CH:34]=[CH:35][CH:36]=2)[CH2:31][CH2:30][CH2:29]1.Cl.C(N=C=NCCCN(C)C)C.O.ON1C2C=CC=CC=2N=N1.C(N(C(C)C)CC)(C)C.